From a dataset of Full USPTO retrosynthesis dataset with 1.9M reactions from patents (1976-2016). Predict the reactants needed to synthesize the given product. The reactants are: [CH3:1][N:2]([CH3:32])[C:3]1[C:27]([C:28]([F:31])([F:30])[F:29])=[CH:26][C:6]2[NH:7][C:8](=[O:25])[CH2:9][C:10]([C:12]3[CH:17]=[CH:16][CH:15]=[C:14]([N:18]4[C:22]([CH2:23]O)=[CH:21][N:20]=[N:19]4)[CH:13]=3)=[N:11][C:5]=2[CH:4]=1.O=S(Cl)Cl.[CH:37]1([NH2:40])[CH2:39][CH2:38]1. Given the product [CH:37]1([NH:40][CH2:23][C:22]2[N:18]([C:14]3[CH:13]=[C:12]([C:10]4[CH2:9][C:8](=[O:25])[NH:7][C:6]5[CH:26]=[C:27]([C:28]([F:29])([F:31])[F:30])[C:3]([N:2]([CH3:32])[CH3:1])=[CH:4][C:5]=5[N:11]=4)[CH:17]=[CH:16][CH:15]=3)[N:19]=[N:20][CH:21]=2)[CH2:39][CH2:38]1, predict the reactants needed to synthesize it.